This data is from Full USPTO retrosynthesis dataset with 1.9M reactions from patents (1976-2016). The task is: Predict the reactants needed to synthesize the given product. (1) Given the product [CH3:20][O:21][C:22](=[O:41])[C:23]1[CH:24]=[CH:25][C:26]([O:29][C:30]2[C:39]3[CH2:38][CH2:37][CH2:36][CH2:35][C:34]=3[N:33]=[C:32]([C:6]3[S:7][C:8]([Cl:11])=[CH:9][CH:10]=3)[N:31]=2)=[CH:27][CH:28]=1, predict the reactants needed to synthesize it. The reactants are: C([Sn](CCCC)(CCCC)[C:6]1[S:7][C:8]([Cl:11])=[CH:9][CH:10]=1)CCC.[CH3:20][O:21][C:22](=[O:41])[C:23]1[CH:28]=[CH:27][C:26]([O:29][C:30]2[C:39]3[CH2:38][CH2:37][CH2:36][CH2:35][C:34]=3[N:33]=[C:32](Cl)[N:31]=2)=[CH:25][CH:24]=1.C(OCC)(=O)C.O. (2) Given the product [F:1][C:2]([F:7])([F:6])[C:3]([OH:5])=[O:4].[CH:29]([O:28][C:25]1[CH:26]=[CH:27][C:22]([CH:18]([NH:17][C:14]2[CH:13]=[CH:12][C:11]([C:8]([NH2:9])=[NH:10])=[CH:16][CH:15]=2)[C:19](=[O:20])[NH:66][NH:65][C:57]([C:58]2[CH:63]=[CH:62][N:61]=[CH:60][CH:59]=2)=[O:64])=[CH:23][C:24]=1[O:32][CH3:33])([CH3:30])[CH3:31], predict the reactants needed to synthesize it. The reactants are: [F:1][C:2]([F:7])([F:6])[C:3]([OH:5])=[O:4].[C:8]([C:11]1[CH:16]=[CH:15][C:14]([NH:17][CH:18]([C:22]2[CH:27]=[CH:26][C:25]([O:28][CH:29]([CH3:31])[CH3:30])=[C:24]([O:32][CH3:33])[CH:23]=2)[C:19](O)=[O:20])=[CH:13][CH:12]=1)(=[NH:10])[NH2:9].O.ON1C2C=CC=CC=2N=N1.Cl.C(N=C=NCCCN(C)C)C.[C:57]([NH:65][NH2:66])(=[O:64])[C:58]1[CH:63]=[CH:62][N:61]=[CH:60][CH:59]=1. (3) Given the product [CH:1]([C:4]1[CH:5]=[CH:6][C:7]([NH:10][C:11]([C:13]2[C:14]([NH:21][CH2:22][C:23]3[CH:24]=[CH:25][N:26]=[CH:27][CH:28]=3)=[N:15][CH:16]=[N:17][CH:18]=2)=[O:12])=[CH:8][CH:9]=1)([CH3:3])[CH3:2], predict the reactants needed to synthesize it. The reactants are: [CH:1]([C:4]1[CH:9]=[CH:8][C:7]([NH:10][C:11]([C:13]2[C:14]([NH:21][CH2:22][C:23]3[CH:28]=[CH:27][N:26]=[CH:25][CH:24]=3)=[N:15][C:16](SC)=[N:17][CH:18]=2)=[O:12])=[CH:6][CH:5]=1)([CH3:3])[CH3:2]. (4) The reactants are: [CH3:1][N:2]1[C:6]([N:7]2[CH2:13][CH:12]3[O:14][CH:9]([CH2:10][CH:11]3O)[CH2:8]2)=[C:5]([N+:16]([O-:18])=[O:17])[CH:4]=[N:3]1.C(N(CC)CC)C.CS(Cl)(=O)=O.[N-:31]=[N+:32]=[N-:33].[Na+]. Given the product [N:31]([CH:11]1[CH2:10][CH:9]2[O:14][CH:12]1[CH2:13][N:7]([C:6]1[N:2]([CH3:1])[N:3]=[CH:4][C:5]=1[N+:16]([O-:18])=[O:17])[CH2:8]2)=[N+:32]=[N-:33], predict the reactants needed to synthesize it. (5) Given the product [B:8]([C:7]1[CH:6]=[CH:5][C:4]([N:17]([C:22]2[C:40]([CH:41]3[CH2:42][CH2:43]3)=[CH:39][C:25]3[C:26]([C:36]([OH:38])=[O:37])=[C:27]([C:29]4[CH:30]=[CH:31][C:32]([Cl:35])=[CH:33][CH:34]=4)[O:28][C:24]=3[CH:23]=2)[S:18]([CH3:21])(=[O:20])=[O:19])=[CH:3][C:2]=1[Cl:1])([OH:9])[OH:12], predict the reactants needed to synthesize it. The reactants are: [Cl:1][C:2]1[CH:3]=[C:4]([N:17]([C:22]2[C:40]([CH:41]3[CH2:43][CH2:42]3)=[CH:39][C:25]3[C:26]([C:36]([OH:38])=[O:37])=[C:27]([C:29]4[CH:34]=[CH:33][C:32]([Cl:35])=[CH:31][CH:30]=4)[O:28][C:24]=3[CH:23]=2)[S:18]([CH3:21])(=[O:20])=[O:19])[CH:5]=[CH:6][C:7]=1[B:8]1[O:12]C(C)(C)C(C)(C)[O:9]1.I([O-])(=O)(=O)=O.[Na+].Cl.O.